Task: Predict the reactants needed to synthesize the given product.. Dataset: Full USPTO retrosynthesis dataset with 1.9M reactions from patents (1976-2016) Given the product [NH2:1][C:2]1[S:6][C:5]([S:7][CH2:8][CH:9]([OH:11])[CH3:10])=[N:4][N:3]=1, predict the reactants needed to synthesize it. The reactants are: [NH2:1][C:2]1[S:6][C:5]([S:7][CH2:8][C:9](=[O:11])[CH3:10])=[N:4][N:3]=1.[BH4-].[Na+].